This data is from Reaction yield outcomes from USPTO patents with 853,638 reactions. The task is: Predict the reaction yield, written as a fraction of the theoretical maximum amount of product (1.0 means a 100% yield; for example, 0.34 means a 34% yield). (1) The reactants are [C:1]1([C:7]2[CH:12]=[CH:11][C:10]([OH:13])=[CH:9][CH:8]=2)[CH:6]=[CH:5][CH:4]=[CH:3][CH:2]=1.CC(C)([O-])C.[K+].[O:20]1[CH2:25][CH2:24][CH2:23]OS1(=O)=O. The catalyst is C1COCC1. The product is [C:7]1([C:1]2[CH:2]=[CH:3][CH:4]=[CH:5][CH:6]=2)[CH:8]=[CH:9][C:10]([O:13][CH2:23][CH2:24][CH2:25][OH:20])=[CH:11][CH:12]=1. The yield is 0.630. (2) The product is [Cl:16][C:17]1[CH:24]=[CH:23][C:22]([N+:25]([O-:27])=[O:26])=[CH:21][C:18]=1[C:19]1[C:5]2[NH:6][C:7]3[C:12](=[CH:11][CH:10]=[CH:9][CH:8]=3)[C:4]=2[CH:3]=[CH:2][N:1]=1. The catalyst is C(O)(=O)C.O. The reactants are [NH2:1][C@H:2](C(O)=O)[CH2:3][C:4]1[C:12]2[C:7](=[CH:8][CH:9]=[CH:10][CH:11]=2)[NH:6][CH:5]=1.[Cl:16][C:17]1[CH:24]=[CH:23][C:22]([N+:25]([O-:27])=[O:26])=[CH:21][C:18]=1[CH:19]=O.[Cr](O[Cr]([O-])(=O)=O)([O-])(=O)=O.[K+].[K+].[O-]S([O-])=O.[Na+].[Na+].[OH-].[Na+]. The yield is 0.500. (3) The reactants are [F:1][C:2]1[C:3]([NH2:17])=[N:4][C:5]([O:8][CH2:9][C:10]2[CH:15]=[CH:14][C:13]([F:16])=[CH:12][CH:11]=2)=[N:6][CH:7]=1.[H-].[Na+].[P:20](Cl)([O:25][CH2:26][CH3:27])([O:22][CH2:23][CH3:24])=[O:21]. The catalyst is C1COCC1. The product is [CH2:23]([O:22][P:20]([NH:17][C:3]1[C:2]([F:1])=[CH:7][N:6]=[C:5]([O:8][CH2:9][C:10]2[CH:11]=[CH:12][C:13]([F:16])=[CH:14][CH:15]=2)[N:4]=1)(=[O:21])[O:25][CH2:26][CH3:27])[CH3:24]. The yield is 0.110. (4) The reactants are [F:1][C:2]1[C:3]([O:47]C)=[CH:4][C:5]([CH2:42][C:43]([F:46])([F:45])[F:44])=[C:6]([C:8]2[N:13]=[C:12]3[NH:14][N:15]=[C:16]([C:17]4[NH:18][C:19]5[CH2:24][CH2:23][NH:22][CH2:21][C:20]=5[N:25]=4)[C:11]3=[C:10]([NH:26][CH2:27][C:28]3[CH:33]=[C:32]([O:34]C)[CH:31]=[CH:30][C:29]=3[N:36]([CH3:41])[S:37]([CH3:40])(=[O:39])=[O:38])[N:9]=2)[CH:7]=1.CCN(C(C)C)C(C)C.[C:58](Cl)(=[O:60])[CH3:59].B(Br)(Br)Br. The catalyst is C(Cl)Cl. The product is [C:58]([N:22]1[CH2:23][CH2:24][C:19]2[NH:18][C:17]([C:16]3[C:11]4[C:12](=[N:13][C:8]([C:6]5[CH:7]=[C:2]([F:1])[C:3]([OH:47])=[CH:4][C:5]=5[CH2:42][C:43]([F:46])([F:44])[F:45])=[N:9][C:10]=4[NH:26][CH2:27][C:28]4[CH:33]=[C:32]([OH:34])[CH:31]=[CH:30][C:29]=4[N:36]([CH3:41])[S:37]([CH3:40])(=[O:38])=[O:39])[NH:14][N:15]=3)=[N:25][C:20]=2[CH2:21]1)(=[O:60])[CH3:59]. The yield is 0.380. (5) The reactants are [CH:1]1([N:4]2[C:13]3[C:8](=[CH:9][C:10]([F:17])=[C:11](F)[C:12]=3[O:14][CH3:15])[C:7](=[O:18])[C:6]([C:19]([OH:21])=[O:20])=[CH:5]2)[CH2:3][CH2:2]1.[CH3:22][CH:23]1[CH2:28][NH:27][CH2:26][CH2:25][NH:24]1.C1(C)C=CC=CC=1. The catalyst is CS(C)=O. The product is [CH3:22][CH:23]1[NH:24][CH2:25][CH2:26][N:27]([C:11]2[C:12]([O:14][CH3:15])=[C:13]3[N:4]([CH:1]4[CH2:3][CH2:2]4)[CH:5]=[C:6]([C:19]([OH:21])=[O:20])[C:7](=[O:18])[C:8]3=[CH:9][C:10]=2[F:17])[CH2:28]1. The yield is 0.760.